Dataset: Forward reaction prediction with 1.9M reactions from USPTO patents (1976-2016). Task: Predict the product of the given reaction. Given the reactants [Br:1][C:2]1[CH:3]=[C:4]([C:9]2[N:13]([C:14]3[CH:15]=[N:16][CH:17]=[CH:18][CH:19]=3)[N:12]=[C:11]([C:20]([OH:22])=O)[CH:10]=2)[CH:5]=[C:6]([F:8])[CH:7]=1.ClC1C=C(C2N(C3C=NC=CC=3)N=C(C([N:44]3[CH2:49][CH2:48][NH:47][C:46](=[O:50])[CH2:45]3)=O)C=2)C=C(F)C=1.O=C1CNCCN1, predict the reaction product. The product is: [Br:1][C:2]1[CH:3]=[C:4]([C:9]2[N:13]([C:14]3[CH:15]=[N:16][CH:17]=[CH:18][CH:19]=3)[N:12]=[C:11]([C:20]([N:44]3[CH2:49][CH2:48][NH:47][C:46](=[O:50])[CH2:45]3)=[O:22])[CH:10]=2)[CH:5]=[C:6]([F:8])[CH:7]=1.